This data is from NCI-60 drug combinations with 297,098 pairs across 59 cell lines. The task is: Regression. Given two drug SMILES strings and cell line genomic features, predict the synergy score measuring deviation from expected non-interaction effect. (1) Synergy scores: CSS=44.7, Synergy_ZIP=12.6, Synergy_Bliss=14.0, Synergy_Loewe=4.05, Synergy_HSA=12.6. Cell line: HL-60(TB). Drug 1: CCC1=CC2CC(C3=C(CN(C2)C1)C4=CC=CC=C4N3)(C5=C(C=C6C(=C5)C78CCN9C7C(C=CC9)(C(C(C8N6C)(C(=O)OC)O)OC(=O)C)CC)OC)C(=O)OC.C(C(C(=O)O)O)(C(=O)O)O. Drug 2: CC1C(C(CC(O1)OC2CC(OC(C2O)C)OC3=CC4=CC5=C(C(=O)C(C(C5)C(C(=O)C(C(C)O)O)OC)OC6CC(C(C(O6)C)O)OC7CC(C(C(O7)C)O)OC8CC(C(C(O8)C)O)(C)O)C(=C4C(=C3C)O)O)O)O. (2) Drug 1: CC1=C(C=C(C=C1)NC2=NC=CC(=N2)N(C)C3=CC4=NN(C(=C4C=C3)C)C)S(=O)(=O)N.Cl. Drug 2: C1=CN(C=N1)CC(O)(P(=O)(O)O)P(=O)(O)O. Cell line: OVCAR-8. Synergy scores: CSS=6.60, Synergy_ZIP=-0.876, Synergy_Bliss=4.01, Synergy_Loewe=4.21, Synergy_HSA=4.20. (3) Drug 1: C1=CC(=CC=C1C#N)C(C2=CC=C(C=C2)C#N)N3C=NC=N3. Drug 2: CC1CCC2CC(C(=CC=CC=CC(CC(C(=O)C(C(C(=CC(C(=O)CC(OC(=O)C3CCCCN3C(=O)C(=O)C1(O2)O)C(C)CC4CCC(C(C4)OC)OCCO)C)C)O)OC)C)C)C)OC. Cell line: HCT116. Synergy scores: CSS=8.28, Synergy_ZIP=0.808, Synergy_Bliss=2.06, Synergy_Loewe=-3.88, Synergy_HSA=-5.49. (4) Drug 1: C1C(C(OC1N2C=C(C(=O)NC2=O)F)CO)O. Drug 2: C1=NC2=C(N=C(N=C2N1C3C(C(C(O3)CO)O)F)Cl)N. Cell line: MDA-MB-435. Synergy scores: CSS=6.96, Synergy_ZIP=-1.70, Synergy_Bliss=2.54, Synergy_Loewe=-0.0222, Synergy_HSA=1.71. (5) Drug 1: COC1=C(C=C2C(=C1)N=CN=C2NC3=CC(=C(C=C3)F)Cl)OCCCN4CCOCC4. Drug 2: CCCCC(=O)OCC(=O)C1(CC(C2=C(C1)C(=C3C(=C2O)C(=O)C4=C(C3=O)C=CC=C4OC)O)OC5CC(C(C(O5)C)O)NC(=O)C(F)(F)F)O. Cell line: NCI-H460. Synergy scores: CSS=19.9, Synergy_ZIP=-4.63, Synergy_Bliss=-1.07, Synergy_Loewe=-0.173, Synergy_HSA=-0.318. (6) Drug 1: CCCCC(=O)OCC(=O)C1(CC(C2=C(C1)C(=C3C(=C2O)C(=O)C4=C(C3=O)C=CC=C4OC)O)OC5CC(C(C(O5)C)O)NC(=O)C(F)(F)F)O. Drug 2: C1CN(P(=O)(OC1)NCCCl)CCCl. Cell line: SR. Synergy scores: CSS=65.0, Synergy_ZIP=-0.369, Synergy_Bliss=1.12, Synergy_Loewe=-31.5, Synergy_HSA=1.01. (7) Drug 1: COC1=CC(=CC(=C1O)OC)C2C3C(COC3=O)C(C4=CC5=C(C=C24)OCO5)OC6C(C(C7C(O6)COC(O7)C8=CC=CS8)O)O. Drug 2: CNC(=O)C1=NC=CC(=C1)OC2=CC=C(C=C2)NC(=O)NC3=CC(=C(C=C3)Cl)C(F)(F)F. Cell line: TK-10. Synergy scores: CSS=25.3, Synergy_ZIP=-9.67, Synergy_Bliss=-1.92, Synergy_Loewe=-0.161, Synergy_HSA=0.363. (8) Drug 1: C1CC(=O)NC(=O)C1N2CC3=C(C2=O)C=CC=C3N. Drug 2: CNC(=O)C1=NC=CC(=C1)OC2=CC=C(C=C2)NC(=O)NC3=CC(=C(C=C3)Cl)C(F)(F)F. Cell line: NCI-H460. Synergy scores: CSS=40.5, Synergy_ZIP=4.40, Synergy_Bliss=0.418, Synergy_Loewe=-9.35, Synergy_HSA=-0.618. (9) Drug 1: C1C(C(OC1N2C=NC3=C(N=C(N=C32)Cl)N)CO)O. Drug 2: CC1=C2C(C(=O)C3(C(CC4C(C3C(C(C2(C)C)(CC1OC(=O)C(C(C5=CC=CC=C5)NC(=O)OC(C)(C)C)O)O)OC(=O)C6=CC=CC=C6)(CO4)OC(=O)C)O)C)O. Cell line: SNB-75. Synergy scores: CSS=5.43, Synergy_ZIP=-1.51, Synergy_Bliss=0.231, Synergy_Loewe=0.354, Synergy_HSA=0.608.